This data is from Forward reaction prediction with 1.9M reactions from USPTO patents (1976-2016). The task is: Predict the product of the given reaction. (1) Given the reactants [C:1]([O:4][C:5]1[CH:22]=[CH:21][C:20]([Br:23])=[CH:19][C:6]=1[C:7]([NH:9][C:10]1[S:11][CH:12]=[C:13]([C:15]([CH3:18])([CH3:17])[CH3:16])[N:14]=1)=[O:8])(=[O:3])[CH3:2].[Br:24]N1C(=O)CCC1=O, predict the reaction product. The product is: [C:1]([O:4][C:5]1[CH:22]=[CH:21][C:20]([Br:23])=[CH:19][C:6]=1[C:7]([NH:9][C:10]1[S:11][C:12]([Br:24])=[C:13]([C:15]([CH3:18])([CH3:17])[CH3:16])[N:14]=1)=[O:8])(=[O:3])[CH3:2]. (2) Given the reactants Br[C:2]1[N:22]=[C:5]2[C:6]([C:15]3[CH:20]=[CH:19][C:18]([Cl:21])=[CH:17][CH:16]=3)=[CH:7][C:8]([CH3:14])=[C:9]([C:10]([OH:13])([CH3:12])[CH3:11])[N:4]2[N:3]=1.[CH3:23][O:24][C:25]1[CH:26]=[C:27]([NH2:37])[CH:28]=[CH:29][C:30]=1[N:31]1[CH:35]=[C:34]([CH3:36])[N:33]=[CH:32]1.[O-]C1C=CC=CC=1.[Na+].C(Cl)(Cl)Cl.CC1(C)C2C(=C(P(C3C=CC=CC=3)C3C=CC=CC=3)C=CC=2)OC2C(P(C3C=CC=CC=3)C3C=CC=CC=3)=CC=CC1=2, predict the reaction product. The product is: [Cl:21][C:18]1[CH:19]=[CH:20][C:15]([C:6]2[C:5]3[N:4]([N:3]=[C:2]([NH:37][C:27]4[CH:28]=[CH:29][C:30]([N:31]5[CH:35]=[C:34]([CH3:36])[N:33]=[CH:32]5)=[C:25]([O:24][CH3:23])[CH:26]=4)[N:22]=3)[C:9]([C:10]([OH:13])([CH3:12])[CH3:11])=[C:8]([CH3:14])[CH:7]=2)=[CH:16][CH:17]=1.